Dataset: Catalyst prediction with 721,799 reactions and 888 catalyst types from USPTO. Task: Predict which catalyst facilitates the given reaction. (1) Reactant: II.[CH:3]1([CH2:9][CH2:10][N:11]2[CH2:15][CH2:14][S:13]C2)[CH2:8][CH2:7][CH2:6][CH2:5][CH2:4]1.[OH-].[Na+]. Product: [CH:3]1([CH2:9][CH2:10][NH:11][CH2:15][CH2:14][S:13][S:13][CH2:14][CH2:15][NH:11][CH2:10][CH2:9][CH:3]2[CH2:4][CH2:5][CH2:6][CH2:7][CH2:8]2)[CH2:4][CH2:5][CH2:6][CH2:7][CH2:8]1. The catalyst class is: 5. (2) Reactant: [Br:1][C:2]1[CH:3]=[CH:4][CH:5]=[C:6]2[C:10]=1[CH:9]([OH:11])[CH:8]=[CH:7]2.C1(P(C2C=CC=CC=2)C2C=CC=CC=2)C=CC=CC=1.[Cl:31][C:32]1[CH:37]=[CH:36][C:35](O)=[CH:34][CH:33]=1.N(C(OCC)=O)=NC(OCC)=O. Product: [Br:1][C:2]1[CH:3]=[CH:4][CH:5]=[C:6]2[C:10]=1[CH:9]([O:11][C:35]1[CH:36]=[CH:37][C:32]([Cl:31])=[CH:33][CH:34]=1)[CH2:8][CH2:7]2. The catalyst class is: 11.